Dataset: Catalyst prediction with 721,799 reactions and 888 catalyst types from USPTO. Task: Predict which catalyst facilitates the given reaction. (1) Reactant: [NH:1]1[CH:5]=[CH:4][CH:3]=[C:2]1/[CH:6]=[C:7]1\[C:8](=[O:16])[NH:9][C:10]2[C:15]\1=[CH:14][CH:13]=[CH:12][CH:11]=2.[CH2:17]=O.[CH3:19][N:20]1[CH2:25][CH2:24][NH:23][CH2:22][CH2:21]1. Product: [CH3:19][N:20]1[CH2:25][CH2:24][N:23]([CH2:17][N:9]2[C:10]3[C:15](=[CH:14][CH:13]=[CH:12][CH:11]=3)[C:7](=[CH:6][C:2]3[NH:1][CH:5]=[CH:4][CH:3]=3)[C:8]2=[O:16])[CH2:22][CH2:21]1. The catalyst class is: 14. (2) Reactant: C(OC([N:8]1[CH2:13][CH2:12][N:11]([C:14]2[C:23]([O:24][CH3:25])=[C:22]3[C:17]([C:18](=[O:35])[C:19]([C:29]([O:31][CH2:32][CH:33]=[CH2:34])=[O:30])=[CH:20][N:21]3[CH:26]3[CH2:28][CH2:27]3)=[CH:16][C:15]=2[F:36])[CH2:10][CH:9]1[CH3:37])=O)(C)(C)C.C(Cl)(=O)C. Product: [CH3:37][CH:9]1[NH:8][CH2:13][CH2:12][N:11]([C:14]2[C:23]([O:24][CH3:25])=[C:22]3[C:17]([C:18](=[O:35])[C:19]([C:29]([O:31][CH2:32][CH:33]=[CH2:34])=[O:30])=[CH:20][N:21]3[CH:26]3[CH2:27][CH2:28]3)=[CH:16][C:15]=2[F:36])[CH2:10]1. The catalyst class is: 5.